From a dataset of Peptide-MHC class I binding affinity with 185,985 pairs from IEDB/IMGT. Regression. Given a peptide amino acid sequence and an MHC pseudo amino acid sequence, predict their binding affinity value. This is MHC class I binding data. The peptide sequence is HLDELTTTL. The MHC is HLA-A24:03 with pseudo-sequence HLA-A24:03. The binding affinity (normalized) is 0.213.